From a dataset of Experimentally validated miRNA-target interactions with 360,000+ pairs, plus equal number of negative samples. Binary Classification. Given a miRNA mature sequence and a target amino acid sequence, predict their likelihood of interaction. (1) The miRNA is hsa-miR-452-5p with sequence AACUGUUUGCAGAGGAAACUGA. The protein sequence of the target gene is MAAEPNKTEIQTLFKRLRAVPTNKACFDCGAKNPSWASITYGVFLCIDCSGVHRSLGVHLSFIRSTELDSNWNWFQLRCMQVGGNANATAFFRQHGCTANDANTKYNSRAAQMYREKIRQLGSAALARHGTDLWIDNMSSAVPNHSPEKKDSDFFTEHTQPPAWDAPATEPSGTQQPAPSTESSGLAQPEHGPNTDLLGTSPKASLELKSSIIGKKKPAAAKKGLGAKKGLGAQKVSSQSFSEIERQAQVAEKLREQQAADAKKQAEESMVASMRLAYQELQIDRKKEEKKLQNLEGKKR.... Result: 0 (no interaction). (2) Result: 1 (interaction). The protein sequence of the target gene is MTPVNVALIRDTKWLTLEVCREFQRGTCSRADAECRFAHPPRVCHVENGRVVACFDSLKGRCTRENCKYLHPPPHLKSQLEVNGRNNLIQQKTAAAMFAQHMQLMLQNAQMSSLASFPMNPSLAANPAMAFNPYMTHPGMGLVPAELLPNGPVLISGNPPLALPGVPGPKPIRTDRLEVCREFQRGNCTRGESECRYAHPTDVSMIEVTDNSVTICMDYIKGRCSREKCKYFHPPPHLQAKLRAAHHQMNHSAANAMALPHGALQLIPKRSALDKANGATPVFNPSVFHCQQALANMQIP.... The miRNA is mmu-miR-466m-5p with sequence UGUGUGCAUGUGCAUGUGUGUAU.